From a dataset of Forward reaction prediction with 1.9M reactions from USPTO patents (1976-2016). Predict the product of the given reaction. (1) Given the reactants [C:1]([O:5][C:6]([N:8]1[CH2:11][CH:10]([NH:12][C:13]2[CH:14]=[C:15]3[C:24](=[CH:25][C:26]=2Br)[O:23][CH2:22][C:21]2[N:16]3[CH:17]([CH3:29])[C:18](=[O:28])[NH:19][N:20]=2)[CH2:9]1)=[O:7])([CH3:4])([CH3:3])[CH3:2].[CH3:30][C:31]1(C)[C:35](C)(C)OB(C(C)=C)O1.C([O-])([O-])=O.[K+].[K+], predict the reaction product. The product is: [C:1]([O:5][C:6]([N:8]1[CH2:11][CH:10]([NH:12][C:13]2[CH:14]=[C:15]3[C:24](=[CH:25][C:26]=2[C:31]([CH3:35])=[CH2:30])[O:23][CH2:22][C:21]2[N:16]3[CH:17]([CH3:29])[C:18](=[O:28])[NH:19][N:20]=2)[CH2:9]1)=[O:7])([CH3:4])([CH3:3])[CH3:2]. (2) Given the reactants [Cl:1][C:2]1[CH:15]=[CH:14][C:5]([CH2:6][N:7]2[CH2:12][CH:11]3[CH2:13][CH:8]2[CH2:9][NH:10]3)=[CH:4][C:3]=1[O:16][CH3:17].[Cl:18][C:19]1[C:20]([C:29]([F:32])([F:31])[F:30])=[N:21][N:22]([CH2:25][C:26](O)=[O:27])[C:23]=1[CH3:24].C(N(CC)CC)C.C(P1(=O)OP(CCC)(=O)OP(CCC)(=O)O1)CC, predict the reaction product. The product is: [Cl:1][C:2]1[CH:15]=[CH:14][C:5]([CH2:6][N:7]2[CH2:12][CH:11]3[CH2:13][CH:8]2[CH2:9][N:10]3[C:26](=[O:27])[CH2:25][N:22]2[C:23]([CH3:24])=[C:19]([Cl:18])[C:20]([C:29]([F:32])([F:31])[F:30])=[N:21]2)=[CH:4][C:3]=1[O:16][CH3:17]. (3) Given the reactants CCCC[N+](CCCC)(CCCC)CCCC.[F-].[C:19]([O:23][C:24](=[O:45])[N:25]([CH2:28][C:29]1[CH:34]=[CH:33][C:32]([Cl:35])=[C:31]([C:36](C)(C)[O:37][SiH2]C(C)(C)C)[CH:30]=1)[CH2:26][CH3:27])([CH3:22])([CH3:21])[CH3:20].CCOC(C)=O, predict the reaction product. The product is: [C:19]([O:23][C:24](=[O:45])[N:25]([CH2:28][C:29]1[CH:34]=[CH:33][C:32]([Cl:35])=[C:31]([CH2:36][OH:37])[CH:30]=1)[CH2:26][CH3:27])([CH3:20])([CH3:21])[CH3:22].